From a dataset of Peptide-MHC class II binding affinity with 134,281 pairs from IEDB. Regression. Given a peptide amino acid sequence and an MHC pseudo amino acid sequence, predict their binding affinity value. This is MHC class II binding data. (1) The peptide sequence is VDAAFKVAATAANAAPANDK. The MHC is HLA-DPA10301-DPB10402 with pseudo-sequence HLA-DPA10301-DPB10402. The binding affinity (normalized) is 0.210. (2) The peptide sequence is NMESASTEYTPIG. The MHC is DRB5_0101 with pseudo-sequence DRB5_0101. The binding affinity (normalized) is 0. (3) The peptide sequence is MVSRLLLNRFTMTHRR. The MHC is DRB4_0101 with pseudo-sequence DRB4_0103. The binding affinity (normalized) is 0.406. (4) The peptide sequence is NLNIKLNMPLYIAGN. The MHC is HLA-DPA10201-DPB10501 with pseudo-sequence HLA-DPA10201-DPB10501. The binding affinity (normalized) is 0.175. (5) The peptide sequence is VRKVCYNAVLTHVKI. The MHC is DRB1_0801 with pseudo-sequence DRB1_0801. The binding affinity (normalized) is 0.485. (6) The peptide sequence is MKNLVWNDELAYVAQ. The MHC is DRB1_0802 with pseudo-sequence DRB1_0802. The binding affinity (normalized) is 0.384. (7) The peptide sequence is HMIAGVFFTFVLLLS. The MHC is DRB1_1101 with pseudo-sequence DRB1_1101. The binding affinity (normalized) is 0.321.